Dataset: Peptide-MHC class I binding affinity with 185,985 pairs from IEDB/IMGT. Task: Regression. Given a peptide amino acid sequence and an MHC pseudo amino acid sequence, predict their binding affinity value. This is MHC class I binding data. The peptide sequence is SGYLELDTI. The MHC is Mamu-B01 with pseudo-sequence Mamu-B01. The binding affinity (normalized) is 0.821.